From a dataset of Full USPTO retrosynthesis dataset with 1.9M reactions from patents (1976-2016). Predict the reactants needed to synthesize the given product. Given the product [CH:1]1([C@@H:4]([NH:5][S:6]([C:8]([CH3:11])([CH3:10])[CH3:9])=[O:7])[C:22]([F:25])([F:24])[F:23])[CH2:2][CH2:3]1, predict the reactants needed to synthesize it. The reactants are: [CH:1]1(/[CH:4]=[N:5]/[S:6]([C:8]([CH3:11])([CH3:10])[CH3:9])=[O:7])[CH2:3][CH2:2]1.C[N+](C)(C)C.[F-].[Si]([C:22]([F:25])([F:24])[F:23])(C)(C)C.[NH4+].[Cl-].